Dataset: TCR-epitope binding with 47,182 pairs between 192 epitopes and 23,139 TCRs. Task: Binary Classification. Given a T-cell receptor sequence (or CDR3 region) and an epitope sequence, predict whether binding occurs between them. The epitope is LLQTGIHVRVSQPSL. The TCR CDR3 sequence is CATSREPGLATDTQYF. Result: 0 (the TCR does not bind to the epitope).